From a dataset of Forward reaction prediction with 1.9M reactions from USPTO patents (1976-2016). Predict the product of the given reaction. (1) Given the reactants [C:1]1([C:7]2[N:11]3[CH:12]=[CH:13][N:14]=[CH:15][C:10]3=[N:9][CH:8]=2)[CH:6]=[CH:5][CH:4]=[CH:3][CH:2]=1, predict the reaction product. The product is: [C:1]1([C:7]2[N:11]3[CH2:12][CH2:13][NH:14][CH2:15][C:10]3=[N:9][CH:8]=2)[CH:2]=[CH:3][CH:4]=[CH:5][CH:6]=1. (2) The product is: [CH3:14][C:5]1[C:4]([N+:1]([O-:3])=[O:2])=[CH:9][C:8]([C:10]([F:12])([F:11])[F:13])=[CH:7][N:6]=1. Given the reactants [N+:1]([C:4]1[C:5]([CH:14](C(OC)=O)C(OC)=O)=[N:6][CH:7]=[C:8]([C:10]([F:13])([F:12])[F:11])[CH:9]=1)([O-:3])=[O:2].Cl.[OH-].[Na+], predict the reaction product. (3) Given the reactants [CH:1]([C@H:4]1[CH2:8][O:7][C:6](=[O:9])[N:5]1[C:10](=[O:15])/[C:11](/[CH3:14])=[CH:12]/[CH3:13])([CH3:3])[CH3:2].C(N(CC)C(C)C)(C)C.[CH:25](=[O:27])[CH3:26], predict the reaction product. The product is: [OH:27][CH:25]([C:11]([CH3:14])([CH:12]=[CH2:13])[C:10]([N:5]1[C@@H:4]([CH:1]([CH3:2])[CH3:3])[CH2:8][O:7][C:6]1=[O:9])=[O:15])[CH3:26]. (4) Given the reactants P(Cl)(Cl)(Cl)(Cl)Cl.[CH:7]([C:10]1[CH:11]=C(C2C=CC=CC=2)[CH:13]=[C:14]([CH:27]([CH3:29])[CH3:28])[C:15]=1[NH:16][C:17](=O)[C:18]1[CH:23]=[CH:22][CH:21]=[C:20]([O:24][CH3:25])[CH:19]=1)([CH3:9])[CH3:8].CO[CH:38](OC)[CH2:39][NH2:40].[C:43]1([CH3:50])[C:44](C)=[CH:45][CH:46]=[CH:47][CH:48]=1, predict the reaction product. The product is: [CH:27]([C:14]1[CH:13]=[C:50]([C:43]2[CH:48]=[CH:47][CH:46]=[CH:45][CH:44]=2)[CH:11]=[C:10]([CH:7]([CH3:8])[CH3:9])[C:15]=1[N:16]1[CH:38]=[CH:39][N:40]=[C:17]1[C:18]1[CH:23]=[CH:22][CH:21]=[C:20]([O:24][CH3:25])[CH:19]=1)([CH3:28])[CH3:29]. (5) Given the reactants Cl[C:2]1[N:7]=[C:6]([NH:8][C:9]2[CH:18]=[CH:17][C:16]([O:19][CH3:20])=[CH:15][C:10]=2[C:11]([NH:13][CH3:14])=[O:12])[C:5]([Cl:21])=[CH:4][N:3]=1.[CH3:22][O:23][C:24]1[C:25]([NH2:39])=[CH:26][C:27]2[CH2:33][CH2:32][N:31]([CH2:34][CH2:35][O:36][CH3:37])[CH2:30][CH2:29][C:28]=2[CH:38]=1, predict the reaction product. The product is: [Cl:21][C:5]1[C:6]([NH:8][C:9]2[CH:18]=[CH:17][C:16]([O:19][CH3:20])=[CH:15][C:10]=2[C:11]([NH:13][CH3:14])=[O:12])=[N:7][C:2]([NH:39][C:25]2[C:24]([O:23][CH3:22])=[CH:38][C:28]3[CH2:29][CH2:30][N:31]([CH2:34][CH2:35][O:36][CH3:37])[CH2:32][CH2:33][C:27]=3[CH:26]=2)=[N:3][CH:4]=1. (6) Given the reactants [CH2:1]([NH2:8])[CH2:2][CH2:3][CH2:4][CH2:5][CH2:6][NH2:7].[OH-].[Na+].[C:11](O[C:11]([O:13][C:14]([CH3:17])([CH3:16])[CH3:15])=[O:12])([O:13][C:14]([CH3:17])([CH3:16])[CH3:15])=[O:12].O, predict the reaction product. The product is: [C:14]([O:13][C:11]([NH:7][CH2:6][CH2:5][CH2:4][CH2:3][CH2:2][CH2:1][NH2:8])=[O:12])([CH3:17])([CH3:16])[CH3:15]. (7) Given the reactants Br[C:2]1[CH:7]=[CH:6][CH:5]=[CH:4][C:3]=1[F:8].C([Li])CCC.COCN[C:18]([CH:20]1[CH2:24][C:23](=[O:25])[N:22]([C@H:26]([C:28]2[CH:33]=[CH:32][CH:31]=[CH:30][CH:29]=2)[CH3:27])[CH2:21]1)=[O:19], predict the reaction product. The product is: [F:8][C:3]1[CH:4]=[CH:5][CH:6]=[CH:7][C:2]=1[C:18]([CH:20]1[CH2:21][N:22]([C@H:26]([C:28]2[CH:33]=[CH:32][CH:31]=[CH:30][CH:29]=2)[CH3:27])[C:23](=[O:25])[CH2:24]1)=[O:19]. (8) Given the reactants [F:1][C:2]1[CH:3]=[C:4]([C:8]2[C:9]([N:26]3[CH2:31][CH2:30][N:29]([C:32]([O:34][C:35](C)(C)[CH3:36])=[O:33])[CH2:28][CH2:27]3)=[C:10]3[CH:16]=[CH:15][N:14](S(C4C=CC=CC=4)(=O)=O)[C:11]3=[N:12][CH:13]=2)[CH:5]=[CH:6][CH:7]=1.[CH2:39]1COC[CH2:40]1.CO.[Li+].[OH-], predict the reaction product. The product is: [F:1][C:2]1[CH:3]=[C:4]([C:8]2[C:9]([N:26]3[CH2:31][CH2:30][N:29]([C:32]([O:34][CH2:35][CH2:36][CH2:39][CH3:40])=[O:33])[CH2:28][CH2:27]3)=[C:10]3[CH:16]=[CH:15][NH:14][C:11]3=[N:12][CH:13]=2)[CH:5]=[CH:6][CH:7]=1. (9) Given the reactants [CH3:1][N:2]([CH3:29])[C:3]1[CH:8]=[CH:7][C:6]([C:9]2[NH:14][C:13](=[O:15])[C:12]([C:16]([O:18]CC3C=CC=CC=3)=[O:17])=[C:11]([OH:26])[C:10]=2[CH2:27][OH:28])=[CH:5][CH:4]=1, predict the reaction product. The product is: [CH3:1][N:2]([CH3:29])[C:3]1[CH:4]=[CH:5][C:6]([C:9]2[NH:14][C:13](=[O:15])[C:12]([C:16]([OH:18])=[O:17])=[C:11]([OH:26])[C:10]=2[CH2:27][OH:28])=[CH:7][CH:8]=1.